Task: Predict the reactants needed to synthesize the given product.. Dataset: Full USPTO retrosynthesis dataset with 1.9M reactions from patents (1976-2016) (1) Given the product [OH:43][C:41]1([C:33]2[S:34][C:30]([C:28]3[CH:29]=[C:24]([NH:23][C:19]4[N:18]=[C:17]([O:16][CH:13]([CH3:15])[CH3:14])[CH:22]=[CH:21][N:20]=4)[CH:25]=[C:26]([CH3:35])[N:27]=3)=[CH:31][N:32]=2)[CH2:40][CH2:39][CH:38]([C:44]([O:46][CH3:47])=[O:45])[C:37]([CH3:48])([CH3:36])[CH2:42]1, predict the reactants needed to synthesize it. The reactants are: C(NC(C)C)(C)C.C([Li])CCC.[CH:13]([O:16][C:17]1[CH:22]=[CH:21][N:20]=[C:19]([NH:23][C:24]2[CH:29]=[C:28]([C:30]3[S:34][CH:33]=[N:32][CH:31]=3)[N:27]=[C:26]([CH3:35])[CH:25]=2)[N:18]=1)([CH3:15])[CH3:14].[CH3:36][C:37]1([CH3:48])[CH2:42][C:41](=[O:43])[CH2:40][CH2:39][C@@H:38]1[C:44]([O:46][CH3:47])=[O:45]. (2) Given the product [CH2:14]([O:21][C:22]1[CH:27]=[CH:26][C:25]([N:11]([C:9]2[CH:8]=[CH:7][C:6]3[C:2]([CH3:13])([CH3:1])[CH2:3][O:4][C:5]=3[CH:10]=2)[CH3:12])=[CH:24][CH:23]=1)[C:15]1[CH:20]=[CH:19][CH:18]=[CH:17][CH:16]=1, predict the reactants needed to synthesize it. The reactants are: [CH3:1][C:2]1([CH3:13])[C:6]2[CH:7]=[CH:8][C:9]([NH:11][CH3:12])=[CH:10][C:5]=2[O:4][CH2:3]1.[CH2:14]([O:21][C:22]1[CH:27]=[CH:26][C:25](Br)=[CH:24][CH:23]=1)[C:15]1[CH:20]=[CH:19][CH:18]=[CH:17][CH:16]=1.CC([O-])(C)C.[K+].